Dataset: Full USPTO retrosynthesis dataset with 1.9M reactions from patents (1976-2016). Task: Predict the reactants needed to synthesize the given product. (1) Given the product [Br:1][C:2]1[CH:7]=[C:6]([NH:8][CH:9]2[CH2:14][CH2:13][N:12]([C@H:15]3[CH2:16][CH2:17][C@@H:18]([O:21][CH2:22][CH2:23][CH3:24])[CH2:19][CH2:20]3)[CH2:11][CH2:10]2)[C:5]([NH2:25])=[CH:4][C:3]=1[C:28]([F:31])([F:29])[F:30], predict the reactants needed to synthesize it. The reactants are: [Br:1][C:2]1[C:3]([C:28]([F:31])([F:30])[F:29])=[CH:4][C:5]([N+:25]([O-])=O)=[C:6]([NH:8][CH:9]2[CH2:14][CH2:13][N:12]([C@H:15]3[CH2:20][CH2:19][C@@H:18]([O:21][CH2:22][CH2:23][CH3:24])[CH2:17][CH2:16]3)[CH2:11][CH2:10]2)[CH:7]=1.O.NN. (2) Given the product [Cl:1][C:2]1[CH:3]=[CH:4][C:5]([CH:8]([NH:16][C:17]([NH:22][CH2:21][CH2:19][OH:20])=[S:18])[CH2:9][C:10]2[CH:15]=[CH:14][CH:13]=[CH:12][CH:11]=2)=[CH:6][CH:7]=1, predict the reactants needed to synthesize it. The reactants are: [Cl:1][C:2]1[CH:7]=[CH:6][C:5]([CH:8]([N:16]=[C:17]=[S:18])[CH2:9][C:10]2[CH:15]=[CH:14][CH:13]=[CH:12][CH:11]=2)=[CH:4][CH:3]=1.[CH2:19]([CH2:21][NH2:22])[OH:20].